Dataset: Experimentally validated miRNA-target interactions with 360,000+ pairs, plus equal number of negative samples. Task: Binary Classification. Given a miRNA mature sequence and a target amino acid sequence, predict their likelihood of interaction. The miRNA is hsa-miR-5699-5p with sequence UGCCCCAACAAGGAAGGACAAG. The protein sequence of the target gene is MAAAAAVEAAAPMGALWGLVHDFVVGQQEGPADQVAADVKSGNYTVLQVVEALGSSLENPEPRTRARAIQLLSQVLLHCHTLLLEKEVVHLILFYENRLKDHHLVIPSVLQGLKALSLCVALPPGLAVSVLKAIFQEVHVQSLPQVDRHTVYNIITNFMRTREEELKSLGADFTFGFIQVMDGEKDPRNLLVAFRIVHDLISRDYSLGPFVEELFEVTSCYFPIDFTPPPNDPHGIQREDLILSLRAVLASTPRFAEFLLPLLIEKVDSEVLSAKLDSLQTLNACCAVYGQKELKDFLPS.... Result: 0 (no interaction).